Dataset: Full USPTO retrosynthesis dataset with 1.9M reactions from patents (1976-2016). Task: Predict the reactants needed to synthesize the given product. (1) Given the product [N:19]1[CH:20]=[CH:21][CH:22]=[C:17]([N:12]2[CH:11]=[C:10]3[C:14]([CH:15]=[CH:16][C:8]([O:7][C:6]4[CH:23]=[CH:24][C:3]([OH:2])=[CH:4][CH:5]=4)=[CH:9]3)=[N:13]2)[CH:18]=1, predict the reactants needed to synthesize it. The reactants are: C[O:2][C:3]1[CH:24]=[CH:23][C:6]([O:7][C:8]2[CH:16]=[CH:15][C:14]3[C:10](=[CH:11][N:12]([C:17]4[CH:18]=[N:19][CH:20]=[CH:21][CH:22]=4)[N:13]=3)[CH:9]=2)=[CH:5][CH:4]=1.N[C@H](C(O)=O)CCSC.[OH-].[Na+].C(=O)(O)[O-].[Na+]. (2) The reactants are: [OH:1][CH2:2][C:3]([NH:6][C:7]1[S:8][CH:9]=[C:10]([C:12]2[CH:19]=[CH:18][C:15]([C:16]#[N:17])=[CH:14][CH:13]=2)[N:11]=1)([CH3:5])[CH3:4].BrCC(C1C=CC([C:28]#[N:29])=CC=1)=O.C1N=CN(C(N2C=NC=C2)=N)C=1. Given the product [NH:29]=[C:28]1[N:6]([C:7]2[S:8][CH:9]=[C:10]([C:12]3[CH:13]=[CH:14][C:15]([C:16]#[N:17])=[CH:18][CH:19]=3)[N:11]=2)[C:3]([CH3:5])([CH3:4])[CH2:2][O:1]1, predict the reactants needed to synthesize it. (3) Given the product [CH2:21]([C:20]([C:17]1[CH:18]=[CH:19][C:14]([C:11]2[CH:12]=[CH:13][C:8]([CH2:7][C:6]([OH:42])=[O:5])=[C:9]([F:41])[CH:10]=2)=[C:15]([CH3:40])[CH:16]=1)([C:23]1[CH:28]=[CH:27][C:26]([CH2:29][CH2:30][CH:31]([OH:36])[C:32]([CH3:34])([CH3:35])[CH3:33])=[C:25]([CH3:37])[CH:24]=1)[CH2:38][CH3:39])[CH3:22], predict the reactants needed to synthesize it. The reactants are: [OH-].[Na+].O.C[O:5][C:6](=[O:42])[CH2:7][C:8]1[CH:13]=[CH:12][C:11]([C:14]2[CH:19]=[CH:18][C:17]([C:20]([CH2:38][CH3:39])([C:23]3[CH:28]=[CH:27][C:26]([CH2:29][CH2:30][CH:31]([OH:36])[C:32]([CH3:35])([CH3:34])[CH3:33])=[C:25]([CH3:37])[CH:24]=3)[CH2:21][CH3:22])=[CH:16][C:15]=2[CH3:40])=[CH:10][C:9]=1[F:41].Cl. (4) Given the product [CH2:5]([C:7]1[C:33]([F:34])=[CH:32][C:10]([O:11][C:12]2[CH:30]=[CH:29][C:15]([C:16]([N:18]3[CH2:23][CH2:22][N:21]([CH2:24][C:25]([NH2:27])=[O:26])[C:20](=[O:28])[CH2:19]3)=[O:17])=[CH:14][C:13]=2[F:31])=[C:9]([OH:35])[CH:8]=1)[CH3:6], predict the reactants needed to synthesize it. The reactants are: B(Br)(Br)Br.[CH2:5]([C:7]1[C:33]([F:34])=[CH:32][C:10]([O:11][C:12]2[CH:30]=[CH:29][C:15]([C:16]([N:18]3[CH2:23][CH2:22][N:21]([CH2:24][C:25]([NH2:27])=[O:26])[C:20](=[O:28])[CH2:19]3)=[O:17])=[CH:14][C:13]=2[F:31])=[C:9]([O:35]C)[CH:8]=1)[CH3:6].[Cl-].[NH4+]. (5) Given the product [NH2:9][CH:10]1[CH2:14][CH2:13][C:12]([C:15]2[N:23]3[C:19](=[N:20][C:21]4[CH:27]=[CH:26][CH:25]=[CH:24][C:22]=43)[C:18]([C:28]#[N:29])=[C:17]([CH3:30])[C:16]=2[CH2:31][CH3:32])=[CH:11]1, predict the reactants needed to synthesize it. The reactants are: Cl.C(OC([NH:9][CH:10]1[CH2:14][CH2:13][C:12]([C:15]2[N:23]3[C:19](=[N:20][C:21]4[CH:27]=[CH:26][CH:25]=[CH:24][C:22]=43)[C:18]([C:28]#[N:29])=[C:17]([CH3:30])[C:16]=2[CH2:31][CH3:32])=[CH:11]1)=O)(C)(C)C.[OH-].[Na+]. (6) The reactants are: [CH:1]([N:4]1[C:8]([C:9]2[S:10][C:11]3[CH2:12][CH2:13][O:14][C:15]4[CH:22]=[C:21]([C:23]5[CH:24]=[N:25][N:26]([C:28]([CH3:33])([CH3:32])[C:29](O)=[O:30])[CH:27]=5)[CH:20]=[CH:19][C:16]=4[C:17]=3[N:18]=2)=[N:7][CH:6]=[N:5]1)([CH3:3])[CH3:2].C(Cl)(=O)C(Cl)=O.[CH3:40][N:41]1[CH2:44][CH:43]([NH2:45])[CH2:42]1.C(N(CC)CC)C. Given the product [CH:1]([N:4]1[C:8]([C:9]2[S:10][C:11]3[CH2:12][CH2:13][O:14][C:15]4[CH:22]=[C:21]([C:23]5[CH:24]=[N:25][N:26]([C:28]([CH3:33])([CH3:32])[C:29]([NH:45][CH:43]6[CH2:44][N:41]([CH3:40])[CH2:42]6)=[O:30])[CH:27]=5)[CH:20]=[CH:19][C:16]=4[C:17]=3[N:18]=2)=[N:7][CH:6]=[N:5]1)([CH3:3])[CH3:2], predict the reactants needed to synthesize it. (7) The reactants are: C([N:4]1[C:12]2[C:7](=[CH:8][CH:9]=[C:10]([NH:13][C:14](=[O:28])[C:15]3[CH:20]=[CH:19][C:18](/[CH:21]=[CH:22]/[C:23]([F:26])([F:25])[F:24])=[CH:17][C:16]=3[CH3:27])[CH:11]=2)[CH2:6][CH2:5]1)(=O)C. Given the product [F:26][C:23]([F:24])([F:25])/[CH:22]=[CH:21]/[C:18]1[CH:19]=[CH:20][C:15]([C:14]([NH:13][C:10]2[CH:11]=[C:12]3[C:7]([CH2:6][CH2:5][NH:4]3)=[CH:8][CH:9]=2)=[O:28])=[C:16]([CH3:27])[CH:17]=1, predict the reactants needed to synthesize it.